From a dataset of Full USPTO retrosynthesis dataset with 1.9M reactions from patents (1976-2016). Predict the reactants needed to synthesize the given product. (1) Given the product [CH2:1]([O:3][C:4]([C:6]1([NH:16][C:17](=[O:26])[C:18]2[CH:23]=[CH:22][CH:21]=[C:20]([CH3:24])[C:19]=2/[CH:27]=[CH:28]/[CH3:29])[CH2:14][C:13]2[C:8](=[CH:9][CH:10]=[C:11]([F:15])[CH:12]=2)[CH2:7]1)=[O:5])[CH3:2], predict the reactants needed to synthesize it. The reactants are: [CH2:1]([O:3][C:4]([C:6]1([NH:16][C:17](=[O:26])[C:18]2[CH:23]=[CH:22][CH:21]=[C:20]([CH3:24])[C:19]=2I)[CH2:14][C:13]2[C:8](=[CH:9][CH:10]=[C:11]([F:15])[CH:12]=2)[CH2:7]1)=[O:5])[CH3:2].[CH:27](/B(O)O)=[CH:28]\[CH3:29].C([O-])([O-])=O.[K+].[K+]. (2) The reactants are: Br[C:2]1[CH:16]=[CH:15][C:5]([CH2:6][O:7][C:8]2[CH:13]=[CH:12][CH:11]=[C:10]([CH3:14])[N:9]=2)=[CH:4][CH:3]=1.C([Li])CCC.O.[C:23](OCC)(=[O:25])C. Given the product [CH3:14][C:10]1[N:9]=[C:8]([O:7][CH2:6][C:5]2[CH:15]=[CH:16][C:2]([CH:23]=[O:25])=[CH:3][CH:4]=2)[CH:13]=[CH:12][CH:11]=1, predict the reactants needed to synthesize it.